Dataset: Forward reaction prediction with 1.9M reactions from USPTO patents (1976-2016). Task: Predict the product of the given reaction. (1) The product is: [CH3:6][O:7][C:8](=[O:29])[CH2:9][CH2:10][CH2:11][CH2:12][CH2:13][CH2:14][C:15]1[NH:5][C:18]([C:20]2[CH:25]=[CH:24][CH:23]=[CH:22][C:21]=2[O:26][CH3:27])=[CH:17][N:16]=1. Given the reactants C([O-])(=O)C.[NH4+:5].[CH3:6][O:7][C:8](=[O:29])[CH2:9][CH2:10][CH2:11][CH2:12][CH2:13][CH2:14][C:15](=O)[NH:16][CH2:17][C:18]([C:20]1[CH:25]=[CH:24][CH:23]=[CH:22][C:21]=1[O:26][CH3:27])=O, predict the reaction product. (2) Given the reactants C(OC([N:8]1[CH2:15][CH2:14][CH2:13][C@H:9]1[C:10]([OH:12])=O)=O)(C)(C)C.[NH:16]1[C:24]2[C:19](=[CH:20][CH:21]=[CH:22][CH:23]=2)[C:18](/[CH:25]=[CH:26]/[C:27]2[CH:32]=[CH:31][C:30]([C:33]([N:35]3[CH2:40][CH2:39][NH:38][CH2:37][CH2:36]3)=[O:34])=[CH:29][C:28]=2[NH:41][C:42]([C:44]2[S:45][CH:46]=[CH:47][C:48]=2[CH3:49])=[O:43])=[N:17]1.O.ON1C2C=CC=CC=2N=N1.C(Cl)CCl, predict the reaction product. The product is: [NH:16]1[C:24]2[C:19](=[CH:20][CH:21]=[CH:22][CH:23]=2)[C:18](/[CH:25]=[CH:26]/[C:27]2[CH:32]=[CH:31][C:30]([C:33]([N:35]3[CH2:36][CH2:37][N:38]([C:10]([C@@H:9]4[CH2:13][CH2:14][CH2:15][NH:8]4)=[O:12])[CH2:39][CH2:40]3)=[O:34])=[CH:29][C:28]=2[NH:41][C:42]([C:44]2[S:45][CH:46]=[CH:47][C:48]=2[CH3:49])=[O:43])=[N:17]1. (3) Given the reactants C(O[C:9]([NH:11][C@H:12]([CH:16]1[CH2:24][C:23]2[C:18](=[CH:19][CH:20]=[CH:21][CH:22]=2)[CH2:17]1)[C:13]([OH:15])=O)=[O:10])C1C=CC=CC=1.F[C:26](F)(F)[CH2:27][OH:28].C(N(CC)CC)C.Cl.COC(=O)[C@@H:42]([C@H:44]([CH2:46][CH3:47])[CH3:45])[NH2:43].[CH3:49][C:50]1[O:51][CH:52]=[C:53](C=O)[N:54]=1.C(N1C=CN=C1)(N1C=CN=C1)=O.CC(C)(C)C(Cl)=O.[NH:76]1[CH2:81][CH2:80][O:79][CH2:78][CH2:77]1, predict the reaction product. The product is: [CH2:24]1[C:23]2[C:18](=[CH:19][CH:20]=[CH:21][CH:22]=2)[CH2:17][CH:16]1[C@H:12]1[NH:11][C:9](=[O:10])[C@@H:42]([C@@H:44]([CH3:45])[CH2:46][CH3:47])[N:43]([C@H:26]([C:53]2[N:54]=[C:50]([CH3:49])[O:51][CH:52]=2)[C:27]([N:76]2[CH2:81][CH2:80][O:79][CH2:78][CH2:77]2)=[O:28])[C:13]1=[O:15]. (4) Given the reactants Br[C:2]1[CH:11]=[C:10]2[C:5]([CH:6]=[C:7]([NH2:12])[N:8]=[CH:9]2)=[CH:4][CH:3]=1.[CH:13]1([NH:16][C:17](=[O:34])[C:18]2[CH:23]=[CH:22][C:21]([CH3:24])=[C:20](B3OC(C)(C)C(C)(C)O3)[CH:19]=2)[CH2:15][CH2:14]1, predict the reaction product. The product is: [NH2:12][C:7]1[N:8]=[CH:9][C:10]2[C:5]([CH:6]=1)=[CH:4][CH:3]=[C:2]([C:20]1[CH:19]=[C:18]([CH:23]=[CH:22][C:21]=1[CH3:24])[C:17]([NH:16][CH:13]1[CH2:14][CH2:15]1)=[O:34])[CH:11]=2. (5) Given the reactants [N+:1]([C:4]1[CH:12]=[CH:11][C:7]([C:8]([OH:10])=O)=[CH:6][CH:5]=1)([O-:3])=[O:2].ClC(C(Cl)=O)=O.[C:19]1([NH2:25])[CH:24]=[CH:23][CH:22]=[CH:21][CH:20]=1.C(N(CC)CC)C, predict the reaction product. The product is: [N+:1]([C:4]1[CH:5]=[CH:6][C:7]([C:8]([NH:25][C:19]2[CH:24]=[CH:23][CH:22]=[CH:21][CH:20]=2)=[O:10])=[CH:11][CH:12]=1)([O-:3])=[O:2]. (6) Given the reactants [Cl:1][C:2]1[CH:3]=[C:4]([C:17]([NH:19][CH3:20])=[O:18])[C:5]2[N:6]([CH:8]([CH3:16])[C:9](O)([C:11]([F:14])([F:13])[F:12])[N:10]=2)[N:7]=1.N1C=CC=CC=1.S(Cl)(Cl)=O, predict the reaction product. The product is: [Cl:1][C:2]1[CH:3]=[C:4]([C:17]([NH:19][CH3:20])=[O:18])[C:5]2[N:6]([C:8]([CH3:16])=[C:9]([C:11]([F:13])([F:14])[F:12])[N:10]=2)[N:7]=1. (7) Given the reactants Br[CH2:2][C@H:3]([C:12]1[CH:19]=[CH:18][C:15]([C:16]#[N:17])=[CH:14][CH:13]=1)[O:4][Si:5]([C:8]([CH3:11])([CH3:10])[CH3:9])([CH3:7])[CH3:6].C(=O)(O)[O-].[Na+].[NH:25]1[CH2:30][CH2:29][CH2:28][C@H:27]([CH2:31][C:32]([O:34][CH2:35][CH3:36])=[O:33])[CH2:26]1, predict the reaction product. The product is: [Si:5]([O:4][C@@H:3]([C:12]1[CH:19]=[CH:18][C:15]([C:16]#[N:17])=[CH:14][CH:13]=1)[CH2:2][N:25]1[CH2:30][CH2:29][CH2:28][C@H:27]([CH2:31][C:32]([O:34][CH2:35][CH3:36])=[O:33])[CH2:26]1)([C:8]([CH3:11])([CH3:10])[CH3:9])([CH3:7])[CH3:6]. (8) Given the reactants [N-:1]=[N+:2]=[N-:3].[Na+].Cl[CH2:6][C:7]1[CH:8]=[C:9]2[C:13](=[CH:14][CH:15]=1)[N:12]([C:16]1[CH:21]=[C:20]([I:22])[CH:19]=[CH:18][N:17]=1)[N:11]=[C:10]2[C:23]([NH2:25])=[O:24].CS(C)=O, predict the reaction product. The product is: [N:1]([CH2:6][C:7]1[CH:8]=[C:9]2[C:13](=[CH:14][CH:15]=1)[N:12]([C:16]1[CH:21]=[C:20]([I:22])[CH:19]=[CH:18][N:17]=1)[N:11]=[C:10]2[C:23]([NH2:25])=[O:24])=[N+:2]=[N-:3]. (9) Given the reactants [CH3:1][C:2]([S:7]([CH2:10][CH:11]1[CH2:16][CH2:15][O:14][CH2:13][CH2:12]1)(=[O:9])=[O:8])([CH3:6])[C:3]([OH:5])=O.[NH2:17][C:18]1[O:22][N:21]=[C:20]([C:23]([CH3:27])([CH3:26])[C:24]#[N:25])[CH:19]=1, predict the reaction product. The product is: [C:24]([C:23]([CH3:27])([CH3:26])[C:20]1[CH:19]=[C:18]([NH:17][C:3](=[O:5])[C:2]([CH3:1])([S:7]([CH2:10][CH:11]2[CH2:16][CH2:15][O:14][CH2:13][CH2:12]2)(=[O:9])=[O:8])[CH3:6])[O:22][N:21]=1)#[N:25]. (10) Given the reactants [Cl:1][C:2]1[CH:10]=[C:6]([C:7]([OH:9])=O)[C:5]([OH:11])=[CH:4][CH:3]=1.[NH2:12][C:13]1[S:14][C:15]([C:22](=[O:27])[C:23]([CH3:26])([CH3:25])[CH3:24])=[C:16]([C:18]([CH3:21])([CH3:20])[CH3:19])[N:17]=1.P(Cl)(Cl)Cl, predict the reaction product. The product is: [Cl:1][C:2]1[CH:3]=[CH:4][C:5]([OH:11])=[C:6]([CH:10]=1)[C:7]([NH:12][C:13]1[S:14][C:15]([C:22](=[O:27])[C:23]([CH3:26])([CH3:25])[CH3:24])=[C:16]([C:18]([CH3:20])([CH3:21])[CH3:19])[N:17]=1)=[O:9].